From a dataset of NCI-60 drug combinations with 297,098 pairs across 59 cell lines. Regression. Given two drug SMILES strings and cell line genomic features, predict the synergy score measuring deviation from expected non-interaction effect. (1) Drug 1: C1CC(=O)NC(=O)C1N2CC3=C(C2=O)C=CC=C3N. Drug 2: CC(C)CN1C=NC2=C1C3=CC=CC=C3N=C2N. Cell line: SF-539. Synergy scores: CSS=1.47, Synergy_ZIP=-0.596, Synergy_Bliss=0.832, Synergy_Loewe=-1.89, Synergy_HSA=-1.83. (2) Drug 1: CN1C2=C(C=C(C=C2)N(CCCl)CCCl)N=C1CCCC(=O)O.Cl. Drug 2: CN(C(=O)NC(C=O)C(C(C(CO)O)O)O)N=O. Cell line: UACC62. Synergy scores: CSS=4.04, Synergy_ZIP=-0.347, Synergy_Bliss=2.31, Synergy_Loewe=-0.573, Synergy_HSA=-0.655. (3) Drug 1: CNC(=O)C1=CC=CC=C1SC2=CC3=C(C=C2)C(=NN3)C=CC4=CC=CC=N4. Drug 2: C1=CC=C(C=C1)NC(=O)CCCCCCC(=O)NO. Cell line: HT29. Synergy scores: CSS=9.82, Synergy_ZIP=-3.34, Synergy_Bliss=1.85, Synergy_Loewe=-2.80, Synergy_HSA=-0.372. (4) Drug 1: C1CCC(C1)C(CC#N)N2C=C(C=N2)C3=C4C=CNC4=NC=N3. Drug 2: CC1=C2C(C(=O)C3(C(CC4C(C3C(C(C2(C)C)(CC1OC(=O)C(C(C5=CC=CC=C5)NC(=O)OC(C)(C)C)O)O)OC(=O)C6=CC=CC=C6)(CO4)OC(=O)C)OC)C)OC. Cell line: HT29. Synergy scores: CSS=65.8, Synergy_ZIP=14.8, Synergy_Bliss=14.1, Synergy_Loewe=-25.9, Synergy_HSA=11.7.